This data is from Forward reaction prediction with 1.9M reactions from USPTO patents (1976-2016). The task is: Predict the product of the given reaction. Given the reactants [CH3:1][N:2]([CH:10]1[CH2:15][CH2:14][CH:13]([O:16][C:17]2[C:28]3[C:27]4[C@@H:26]([CH2:29][CH:30]=[O:31])[CH2:25][CH2:24][C:23]=4[S:22][C:21]=3[N:20]=[CH:19][N:18]=2)[CH2:12][CH2:11]1)[C:3](=[O:9])[O:4][C:5]([CH3:8])([CH3:7])[CH3:6].[CH3:32][Mg+].[Br-], predict the reaction product. The product is: [OH:31][C@H:30]([CH3:32])[CH2:29][C@H:26]1[CH2:25][CH2:24][C:23]2[S:22][C:21]3[N:20]=[CH:19][N:18]=[C:17]([O:16][CH:13]4[CH2:14][CH2:15][CH:10]([N:2]([CH3:1])[C:3](=[O:9])[O:4][C:5]([CH3:8])([CH3:6])[CH3:7])[CH2:11][CH2:12]4)[C:28]=3[C:27]1=2.[OH:31][C@@H:30]([CH3:32])[CH2:29][C@H:26]1[CH2:25][CH2:24][C:23]2[S:22][C:21]3[N:20]=[CH:19][N:18]=[C:17]([O:16][CH:13]4[CH2:14][CH2:15][CH:10]([N:2]([CH3:1])[C:3](=[O:9])[O:4][C:5]([CH3:8])([CH3:6])[CH3:7])[CH2:11][CH2:12]4)[C:28]=3[C:27]1=2.